From a dataset of Peptide-MHC class I binding affinity with 185,985 pairs from IEDB/IMGT. Regression. Given a peptide amino acid sequence and an MHC pseudo amino acid sequence, predict their binding affinity value. This is MHC class I binding data. (1) The peptide sequence is RGFAAPQFSL. The MHC is Mamu-A07 with pseudo-sequence Mamu-A07. The binding affinity (normalized) is 0.456. (2) The binding affinity (normalized) is 0.599. The peptide sequence is STDELMYIF. The MHC is Mamu-A01 with pseudo-sequence Mamu-A01. (3) The peptide sequence is HPVSLHGMDDPE. The MHC is HLA-B35:03 with pseudo-sequence HLA-B35:03. The binding affinity (normalized) is 0. (4) The peptide sequence is VSVKMFDAY. The MHC is HLA-A26:01 with pseudo-sequence HLA-A26:01. The binding affinity (normalized) is 0.135.